From a dataset of Forward reaction prediction with 1.9M reactions from USPTO patents (1976-2016). Predict the product of the given reaction. (1) Given the reactants C1CCN2C(=NCCC2)CC1.[CH3:12][O:13][C:14]([CH:16](P(OC)(OC)=O)[NH:17][C:18]([O:20][CH2:21][C:22]1[CH:27]=[CH:26][CH:25]=[CH:24][CH:23]=1)=[O:19])=[O:15].[CH3:34][C:35]([N+:41]([O-:43])=[O:42])([CH3:40])[CH2:36][CH2:37][CH:38]=O, predict the reaction product. The product is: [CH2:21]([O:20][C:18]([NH:17]/[C:16](=[CH:38]/[CH2:37][CH2:36][C:35]([CH3:40])([N+:41]([O-:43])=[O:42])[CH3:34])/[C:14]([O:13][CH3:12])=[O:15])=[O:19])[C:22]1[CH:23]=[CH:24][CH:25]=[CH:26][CH:27]=1. (2) The product is: [N:3]1([S:9]([C:12]2[CH:13]=[CH:14][C:15]([O:22][CH2:23][C:24]3[CH:25]=[CH:26][CH:27]=[CH:28][CH:29]=3)=[C:16]([CH:21]=2)[C:17]([OH:19])=[O:18])(=[O:11])=[O:10])[CH2:4][CH2:5][O:6][CH2:7][CH2:8]1. Given the reactants [Li+].[OH-].[N:3]1([S:9]([C:12]2[CH:13]=[CH:14][C:15]([O:22][CH2:23][C:24]3[CH:29]=[CH:28][CH:27]=[CH:26][CH:25]=3)=[C:16]([CH:21]=2)[C:17]([O:19]C)=[O:18])(=[O:11])=[O:10])[CH2:8][CH2:7][O:6][CH2:5][CH2:4]1.Cl, predict the reaction product. (3) The product is: [Br:1][C:2]1[CH:7]=[CH:6][C:5]([C:8]2[C:14]3[CH:15]=[C:16]([O:19][CH3:20])[CH:17]=[CH:18][C:13]=3[N:12]3[C:21]([CH3:24])=[N:22][N:23]=[C:11]3[C@H:10]([CH2:25][C:26]([OH:28])=[O:27])[N:9]=2)=[CH:4][CH:3]=1. Given the reactants [Br:1][C:2]1[CH:7]=[CH:6][C:5]([C:8]2[C:14]3[CH:15]=[C:16]([O:19][CH3:20])[CH:17]=[CH:18][C:13]=3[N:12]3[C:21]([CH3:24])=[N:22][N:23]=[C:11]3[C@H:10]([CH2:25][C:26]([O:28]C)=[O:27])[N:9]=2)=[CH:4][CH:3]=1.[OH-].[Li+].C(O)(=O)C, predict the reaction product. (4) Given the reactants [C:1]1([CH:7]([C:26]2[CH:31]=[CH:30][CH:29]=[CH:28][CH:27]=2)[CH2:8][CH2:9][N:10]2[CH2:15][CH2:14][N:13]([C:16]3[CH:24]=[C:23]4[C:19]([CH2:20][NH:21][C:22]4=[O:25])=[CH:18][CH:17]=3)[CH2:12][CH2:11]2)[CH:6]=[CH:5][CH:4]=[CH:3][CH:2]=1.Br[CH:33]([CH3:35])[CH3:34], predict the reaction product. The product is: [C:26]1([CH:7]([C:1]2[CH:2]=[CH:3][CH:4]=[CH:5][CH:6]=2)[CH2:8][CH2:9][N:10]2[CH2:11][CH2:12][N:13]([C:16]3[CH:24]=[C:23]4[C:19]([CH2:20][N:21]([CH:33]([CH3:35])[CH3:34])[C:22]4=[O:25])=[CH:18][CH:17]=3)[CH2:14][CH2:15]2)[CH:31]=[CH:30][CH:29]=[CH:28][CH:27]=1. (5) Given the reactants [Cl:1][C:2]1[CH:7]=[C:6]([CH3:8])[C:5]([NH:9][C:10]2[N:14]([CH3:15])[C:13]3[C:16]([N:20]([C:27]4[CH:32]=[CH:31][C:30]([O:33][CH3:34])=[CH:29][CH:28]=4)[CH2:21][C:22]([O:24]CC)=O)=[CH:17][CH:18]=[CH:19][C:12]=3[N:11]=2)=[C:4]([O:35][CH3:36])[CH:3]=1.[OH-].[Na+].Cl.[CH2:40]([NH:42][CH2:43][CH3:44])[CH3:41].C(N(CC)CC)C.F[P-](F)(F)(F)(F)F.N1(OC(N(C)C)=[N+](C)C)C2C=CC=CC=2N=N1, predict the reaction product. The product is: [ClH:1].[Cl:1][C:2]1[CH:7]=[C:6]([CH3:8])[C:5]([NH:9][C:10]2[N:14]([CH3:15])[C:13]3[C:16]([N:20]([C:27]4[CH:28]=[CH:29][C:30]([O:33][CH3:34])=[CH:31][CH:32]=4)[CH2:21][C:22]([N:42]([CH2:43][CH3:44])[CH2:40][CH3:41])=[O:24])=[CH:17][CH:18]=[CH:19][C:12]=3[N:11]=2)=[C:4]([O:35][CH3:36])[CH:3]=1.